From a dataset of Peptide-MHC class I binding affinity with 185,985 pairs from IEDB/IMGT. Regression. Given a peptide amino acid sequence and an MHC pseudo amino acid sequence, predict their binding affinity value. This is MHC class I binding data. (1) The peptide sequence is DPWGEVLAW. The MHC is Mamu-B3901 with pseudo-sequence Mamu-B3901. The binding affinity (normalized) is 0.154. (2) The peptide sequence is LYSILSPFLP. The MHC is HLA-A02:01 with pseudo-sequence HLA-A02:01. The binding affinity (normalized) is 0.